Dataset: Catalyst prediction with 721,799 reactions and 888 catalyst types from USPTO. Task: Predict which catalyst facilitates the given reaction. (1) Reactant: [Br:1][C:2]1[CH:9]=[C:8]([O:10][CH3:11])[C:7]([OH:12])=[CH:6][C:3]=1[CH:4]=[O:5].C([O-])([O-])=O.[K+].[K+].C(#N)C.[CH2:22](Br)[C:23]1[CH:28]=[CH:27][CH:26]=[CH:25][CH:24]=1. Product: [CH2:22]([O:12][C:7]1[C:8]([O:10][CH3:11])=[CH:9][C:2]([Br:1])=[C:3]([CH:6]=1)[CH:4]=[O:5])[C:23]1[CH:28]=[CH:27][CH:26]=[CH:25][CH:24]=1. The catalyst class is: 6. (2) Reactant: [Cl:1][C:2]1[C:10]([N+:11]([O-])=O)=[CH:9][CH:8]=[C:7]([Cl:14])[C:3]=1[C:4]([OH:6])=[O:5].[NH4+].[Cl-]. Product: [NH2:11][C:10]1[C:2]([Cl:1])=[C:3]([C:7]([Cl:14])=[CH:8][CH:9]=1)[C:4]([OH:6])=[O:5]. The catalyst class is: 324. (3) Reactant: C(OC([NH:8][CH:9]([CH3:31])[CH:10]([N:12]1[C:16]2=[N:17][C:18]([C:21]([O:23][CH2:24][CH3:25])=[O:22])=[CH:19][CH:20]=[C:15]2[CH:14]=[C:13]1[C:26]([O:28][CH2:29][CH3:30])=[O:27])[CH3:11])=O)(C)(C)C.C(O)(C(F)(F)F)=O. Product: [NH2:8][CH:9]([CH3:31])[CH:10]([N:12]1[C:16]2=[N:17][C:18]([C:21]([O:23][CH2:24][CH3:25])=[O:22])=[CH:19][CH:20]=[C:15]2[CH:14]=[C:13]1[C:26]([O:28][CH2:29][CH3:30])=[O:27])[CH3:11]. The catalyst class is: 2. (4) Reactant: [CH3:1][C:2]([NH2:6])([CH3:5])[CH2:3][NH2:4].CCN(C(C)C)C(C)C.[C:16](O[C:16]([O:18][CH2:19][C:20]1[CH:25]=[CH:24][CH:23]=[CH:22][CH:21]=1)=[O:17])([O:18][CH2:19][C:20]1[CH:25]=[CH:24][CH:23]=[CH:22][CH:21]=1)=[O:17]. Product: [NH2:6][C:2]([CH3:5])([CH3:1])[CH2:3][NH:4][C:16](=[O:17])[O:18][CH2:19][C:20]1[CH:25]=[CH:24][CH:23]=[CH:22][CH:21]=1. The catalyst class is: 2. (5) Reactant: [CH3:1][C:2]1[CH:3]=[C:4]([CH:18]=[CH:19][C:20]=1[CH3:21])[C:5]([C:7]1[C:16](=[O:17])[C:15]2[C:10](=[CH:11][CH:12]=[CH:13][N:14]=2)[NH:9][CH:8]=1)=[O:6].[H-].[Na+].[CH3:24][C:25]1[CH:30]=[CH:29][CH:28]=[C:27]([CH2:31]Br)[N:26]=1. Product: [CH3:1][C:2]1[CH:3]=[C:4]([CH:18]=[CH:19][C:20]=1[CH3:21])[C:5]([C:7]1[C:16](=[O:17])[C:15]2[C:10](=[CH:11][CH:12]=[CH:13][N:14]=2)[N:9]([CH2:24][C:25]2[CH:30]=[CH:29][CH:28]=[C:27]([CH3:31])[N:26]=2)[CH:8]=1)=[O:6]. The catalyst class is: 9. (6) Reactant: [OH:1][CH2:2][CH2:3][N:4]1[CH2:8][CH2:7][CH2:6][C:5]1=[O:9].C1C=CC(P(C2C=CC=CC=2)C2C=CC=CC=2)=CC=1.O[N:30]1[C:34](=[O:35])[C:33]2=[CH:36][CH:37]=[CH:38][CH:39]=[C:32]2[C:31]1=[O:40].N(C(OC(C)C)=O)=NC(OC(C)C)=O. Product: [O:9]=[C:5]1[CH2:6][CH2:7][CH2:8][N:4]1[CH2:3][CH2:2][O:1][N:30]1[C:34](=[O:35])[C:33]2[C:32](=[CH:39][CH:38]=[CH:37][CH:36]=2)[C:31]1=[O:40]. The catalyst class is: 1. (7) Reactant: [CH3:1][O:2][C:3]1[CH:4]=[N:5][C:6]2[C:11]([CH:12]=1)=[CH:10][C:9]([C:13]([CH3:19])([CH3:18])[C:14]([O:16]C)=[O:15])=[CH:8][CH:7]=2.[Li+].[OH-].CO.Cl. Product: [CH3:1][O:2][C:3]1[CH:4]=[N:5][C:6]2[C:11]([CH:12]=1)=[CH:10][C:9]([C:13]([CH3:19])([CH3:18])[C:14]([OH:16])=[O:15])=[CH:8][CH:7]=2. The catalyst class is: 1. (8) Reactant: C([O:3][C:4](=[O:27])[CH2:5][CH:6]1[O:10][B:9]([OH:11])[C:8]2[CH:12]=[C:13]([O:20][C:21]3[CH:26]=[N:25][CH:24]=[CH:23][N:22]=3)[CH:14]=[C:15]([CH2:16][N:17]=[N+:18]=[N-:19])[C:7]1=2)C.Cl. Product: [N:17]([CH2:16][C:15]1[C:7]2[CH:6]([CH2:5][C:4]([OH:27])=[O:3])[O:10][B:9]([OH:11])[C:8]=2[CH:12]=[C:13]([O:20][C:21]2[CH:26]=[N:25][CH:24]=[CH:23][N:22]=2)[CH:14]=1)=[N+:18]=[N-:19]. The catalyst class is: 52.